Dataset: Reaction yield outcomes from USPTO patents with 853,638 reactions. Task: Predict the reaction yield, written as a fraction of the theoretical maximum amount of product (1.0 means a 100% yield; for example, 0.34 means a 34% yield). (1) The reactants are [N:1]1([CH2:7][CH2:8][N:9]([CH2:21][CH2:22][CH3:23])[CH:10]2[CH2:19][CH2:18][C:17]3[C:16]([OH:20])=[CH:15][CH:14]=[CH:13][C:12]=3[CH2:11]2)[CH2:6][CH2:5][NH:4][CH2:3][CH2:2]1.[S:24]1[C:28]([C:29](O)=[O:30])=[CH:27][C:26]2[CH:32]=[CH:33][CH:34]=[CH:35][C:25]1=2. No catalyst specified. The product is [S:24]1[C:28]([C:29]([N:4]2[CH2:5][CH2:6][N:1]([CH2:7][CH2:8][N:9]([CH:10]3[CH2:19][CH2:18][C:17]4[C:12](=[CH:13][CH:14]=[CH:15][C:16]=4[OH:20])[CH2:11]3)[CH2:21][CH2:22][CH3:23])[CH2:2][CH2:3]2)=[O:30])=[CH:27][C:26]2[CH:32]=[CH:33][CH:34]=[CH:35][C:25]1=2. The yield is 0.640. (2) The reactants are [H-].[Na+].[CH3:3][O:4][C:5]1[CH:17]=[CH:16][C:8]([CH2:9][NH:10][C:11]([CH:13]2[CH2:15][CH2:14]2)=[O:12])=[CH:7][CH:6]=1.[CH2:18](Br)[C:19]#[CH:20].C1(C)C=CC=CC=1. The catalyst is CCOCC.C1COCC1. The product is [CH3:3][O:4][C:5]1[CH:17]=[CH:16][C:8]([CH2:9][N:10]([CH2:20][C:19]#[CH:18])[C:11]([CH:13]2[CH2:14][CH2:15]2)=[O:12])=[CH:7][CH:6]=1. The yield is 0.620. (3) The reactants are O[CH2:2][CH2:3][CH2:4][N:5]1[C:9]2=[N:10][CH:11]=[CH:12][CH:13]=[C:8]2[C:7]([C:14]2[C:15](=[O:30])[NH:16][C:17](=[O:29])[C:18]=2[C:19]2[C:28]3[C:23](=[CH:24][CH:25]=[CH:26][CH:27]=3)[CH:22]=[CH:21][CH:20]=2)=[CH:6]1.[N:31]1[CH:36]=CC=C[CH:32]=1.CS(OS(C)(=O)=O)(=O)=O.CNC. The catalyst is C1COCC1. The product is [CH3:32][N:31]([CH3:36])[CH2:2][CH2:3][CH2:4][N:5]1[C:9]2=[N:10][CH:11]=[CH:12][CH:13]=[C:8]2[C:7]([C:14]2[C:15](=[O:30])[NH:16][C:17](=[O:29])[C:18]=2[C:19]2[C:28]3[C:23](=[CH:24][CH:25]=[CH:26][CH:27]=3)[CH:22]=[CH:21][CH:20]=2)=[CH:6]1. The yield is 0.220. (4) The reactants are CO[C:3]([C:5]1[C:13]([NH:14][C:15]2[CH:20]=[CH:19][C:18]([Br:21])=[CH:17][C:16]=2[Cl:22])=[C:12]([Cl:23])[C:8]2[N:9]=CNC=2[CH:6]=1)=[O:4].[CH3:24][O:25]C(C1C(NC2C=CC(Br)=CC=2)=C(Cl)C2N=CNC=2C=1)=O.C1C(=O)[N:50](Cl)C(=O)C1.Cl.[C:55](=[O:58])(O)[O-].[Na+].OS([O-])=O.[Na+].[CH3:65][N:66]([CH:68]=O)[CH3:67]. The catalyst is O. The product is [OH:25][CH2:24][CH2:55][O:58][NH:50][C:3]([C:5]1[C:13]([NH:14][C:15]2[CH:20]=[CH:19][C:18]([Br:21])=[CH:17][C:16]=2[Cl:22])=[C:12]([Cl:23])[C:8]2[N:9]=[CH:68][N:66]([CH3:65])[C:67]=2[CH:6]=1)=[O:4]. The yield is 0.570.